This data is from Reaction yield outcomes from USPTO patents with 853,638 reactions. The task is: Predict the reaction yield, written as a fraction of the theoretical maximum amount of product (1.0 means a 100% yield; for example, 0.34 means a 34% yield). (1) The reactants are Cl.[N:2]1([CH:11]2[CH2:16][CH2:15][N:14]([C:17]([C:19]3[C:27]4[C:22](=[CH:23][C:24]([Cl:28])=[CH:25][CH:26]=4)[N:21]([CH2:29][CH2:30][NH:31][CH3:32])[CH:20]=3)=[O:18])[CH2:13][CH2:12]2)[C:6]2[CH:7]=[CH:8][CH:9]=[CH:10][C:5]=2[N:4]=[N:3]1.[CH2:33](N(CC)CC)C.C=O.[C:42]([BH3-])#N.[Na+]. The catalyst is CO. The product is [N:2]1([CH:11]2[CH2:16][CH2:15][N:14]([C:17]([C:19]3[C:27]4[C:22](=[CH:23][C:24]([Cl:28])=[CH:25][CH:26]=4)[N:21]([CH2:29][CH2:30][N:31]([CH3:33])[CH3:32])[CH:20]=3)=[O:18])[CH2:13][CH2:12]2)[C:6]2[CH:7]=[CH:8][CH:9]=[CH:10][C:5]=2[N:4]=[N:3]1.[N:2]1([CH:11]2[CH2:16][CH2:15][N:14]([C:17]([C:19]3[C:27]4[CH:26]=[CH:25][C:24]([Cl:28])=[CH:23][C:22]=4[N:21]4[CH2:29][CH2:30][N:31]([CH3:42])[CH2:32][C:20]=34)=[O:18])[CH2:13][CH2:12]2)[C:6]2[CH:7]=[CH:8][CH:9]=[CH:10][C:5]=2[N:4]=[N:3]1. The yield is 0.220. (2) The reactants are CS([C:5]1[N:6]=[C:7]([C:22]2[CH:27]=[CH:26][CH:25]=[CH:24][CH:23]=2)[C:8]2[CH:14]=[CH:13][C:12](=[O:15])[N:11]([C:16]3[CH:21]=[CH:20][CH:19]=[CH:18][CH:17]=3)[C:9]=2[N:10]=1)(=O)=O.CN1C(=O)CCC1.[CH2:35]([N:37]([CH2:41][CH3:42])[CH2:38][CH2:39][NH2:40])[CH3:36].O. The catalyst is CCOC(C)=O. The product is [CH2:35]([N:37]([CH2:41][CH3:42])[CH2:38][CH2:39][NH:40][C:5]1[N:6]=[C:7]([C:22]2[CH:23]=[CH:24][CH:25]=[CH:26][CH:27]=2)[C:8]2[CH:14]=[CH:13][C:12](=[O:15])[N:11]([C:16]3[CH:21]=[CH:20][CH:19]=[CH:18][CH:17]=3)[C:9]=2[N:10]=1)[CH3:36]. The yield is 0.890.